This data is from Experimentally validated miRNA-target interactions with 360,000+ pairs, plus equal number of negative samples. The task is: Binary Classification. Given a miRNA mature sequence and a target amino acid sequence, predict their likelihood of interaction. (1) The miRNA is hsa-miR-4302 with sequence CCAGUGUGGCUCAGCGAG. The protein sequence of the target gene is MPGRSSSNSGSTGFISFSGVESALSSLKNFQACINSGMDTASSVALDLVESQTEVSSEYSMDKAMVEFATLDRQLNHYVKAVQSTINHVKEERPEKIPDLKLLVEKKFLALQSKNSDADFQNNEKFVQFKQQLKELKKQCGLQADREADGTEGVDEDIIVTQSQTNFTCPITKEEMKKPVKNKVCGHTYEEDAIVRMIESRQKRKKKAYCPQIGCSHTDIRKSDLIQDEALRRAIENHNKKRHRHSE. Result: 0 (no interaction). (2) The miRNA is hsa-miR-892c-3p with sequence CACUGUUUCCUUUCUGAGUGGA. The protein sequence of the target gene is MQCRLPRGLAGALLTLLCMGLLCLRYHLNLSPQRVQGTPELSQPNPGPPKLQLHDVFIAVKTTRAFHRLRLELLLDTWVSRTREQTFVFTDSPDKGLQERLGSHLVVTNCSAEHSHPALSCKMAAEFDTFLASGLRWFCHVDDDNYVNPRALLQLLRAFPLARDVYVGRPSLNRPIHASEPQPHNRTRLVQFWFATGGAGFCINRKLALKMAPWASGSRFMDTSALIRLPDDCTMGYIIECKLGGRLQPSPLFHSHLETLQLLRTAQLPEQVTLSYGVFEGKLNVIKLQGPFSPEEDPSR.... Result: 0 (no interaction). (3) The miRNA is hsa-miR-1226-5p with sequence GUGAGGGCAUGCAGGCCUGGAUGGGG. The protein sequence of the target gene is MAANMYRVGDYVYFENSSSNPYLIRRIEELNKTANGNVEAKVVCFYRRRDISSTLIALADKHATLSVCYKAGPGADNGEEGEIEEEMENPEMVDLPEKLKHQLRHRELFLSRQLESLPATHIRGKCSVTLLNETESLKSYLEREDFFFYSLVYDPQQKTLLADKGEIRVGNRYQADITDLLKEGEEDGRDQSRLETQVWEAHNPLTDKQIDQFLVVARSVGTFARALDCSSSVRQPSLHMSAAAASRDITLFHAMDTLHKNIYDISKAISALVPQGGPVLCRDEMEEWSASEANLFEEAL.... Result: 1 (interaction).